Dataset: Catalyst prediction with 721,799 reactions and 888 catalyst types from USPTO. Task: Predict which catalyst facilitates the given reaction. (1) The catalyst class is: 68. Product: [Br:27][C:9]1[N:13]2[C:14]3[NH:22][C:21](=[O:23])[CH:20]=[CH:19][C:15]=3[N:16]=[C:17]([CH3:18])[C:12]2=[C:11]([CH3:25])[N:10]=1. Reactant: ClC1C=C([C:9]2[N:13]3[C:14]4[N:22]=[C:21]([O:23]C)[CH:20]=[CH:19][C:15]=4[N:16]=[C:17]([CH3:18])[C:12]3=[C:11]([CH3:25])[N:10]=2)C=C(Cl)C=1.B(Br)(Br)[Br:27].C([O-])([O-])=O.[K+].[K+]. (2) Product: [NH2:19][C:18]1[N:17]=[N:16][C:24]([C:23]2[CH:28]=[CH:29][CH:30]=[C:31]([Cl:32])[C:22]=2[Cl:21])=[C:26]([NH2:27])[N:20]=1. Reactant: CS(O)(=O)=O.S(O)(=O)(=O)C.S(O)(=O)(=O)C.[NH2:16][NH:17][C:18]([NH2:20])=[NH:19].[Cl:21][C:22]1[C:31]([Cl:32])=[CH:30][CH:29]=[CH:28][C:23]=1[C:24]([C:26]#[N:27])=O.[O-2].[Mg+2]. The catalyst class is: 47. (3) Reactant: [Cl:1][C:2]1[C:3]([C:8]([OH:10])=O)=[N:4][S:5][C:6]=1[Cl:7].Cl.[CH3:12][NH:13][O:14][CH3:15].CCN=C=NCCCN(C)C.C(N(CC)C(C)C)(C)C. Product: [Cl:1][C:2]1[C:3]([C:8]([N:13]([O:14][CH3:15])[CH3:12])=[O:10])=[N:4][S:5][C:6]=1[Cl:7]. The catalyst class is: 1. (4) Reactant: [OH:1][C:2]1[CH:10]=[CH:9][C:5]([C:6]([OH:8])=[O:7])=[CH:4][CH:3]=1.[H+].[B-](F)(F)(F)F.CCOCC.[I:22]N1C(=O)CCC1=O. Product: [I:22][C:3]1[CH:4]=[C:5]([CH:9]=[CH:10][C:2]=1[OH:1])[C:6]([OH:8])=[O:7]. The catalyst class is: 10.